This data is from Full USPTO retrosynthesis dataset with 1.9M reactions from patents (1976-2016). The task is: Predict the reactants needed to synthesize the given product. (1) Given the product [Cl:1][C:2]1[CH:3]=[CH:4][C:5]([C:25]#[N:26])=[C:6]([C:8]2[C:13]([O:14][CH3:15])=[CH:12][N:11]([CH:16]([CH2:20][CH2:21][O:22][CH3:23])[C:17]([NH:27][C:28]3[CH:33]=[CH:32][N:31]4[CH:34]=[C:35]([C:37]([O:39][CH2:40][CH3:41])=[O:38])[N:36]=[C:30]4[CH:29]=3)=[O:19])[C:10](=[O:24])[CH:9]=2)[CH:7]=1, predict the reactants needed to synthesize it. The reactants are: [Cl:1][C:2]1[CH:3]=[CH:4][C:5]([C:25]#[N:26])=[C:6]([C:8]2[C:13]([O:14][CH3:15])=[CH:12][N:11]([CH:16]([CH2:20][CH2:21][O:22][CH3:23])[C:17]([OH:19])=O)[C:10](=[O:24])[CH:9]=2)[CH:7]=1.[NH2:27][C:28]1[CH:33]=[CH:32][N:31]2[CH:34]=[C:35]([C:37]([O:39][CH2:40][CH3:41])=[O:38])[N:36]=[C:30]2[CH:29]=1.C(P1(=O)OP(CCC)(=O)OP(CCC)(=O)O1)CC. (2) Given the product [F:1][C:2]1[CH:19]=[CH:18][CH:17]=[CH:16][C:3]=1[CH2:4][N:5]1[C:9]([CH3:10])=[CH:8][C:7]([C:11]([OH:13])=[O:12])=[N:6]1, predict the reactants needed to synthesize it. The reactants are: [F:1][C:2]1[CH:19]=[CH:18][CH:17]=[CH:16][C:3]=1[CH2:4][N:5]1[C:9]([CH3:10])=[CH:8][C:7]([C:11]([O:13]CC)=[O:12])=[N:6]1.O.[OH-].[Li+]. (3) Given the product [Cl:23][C:24]1[CH:25]=[C:26]([F:31])[C:27]([O:1][C:2]2[CH:3]=[C:4]([CH3:22])[C:5]([CH:9]3[C:10](=[O:21])[CH:11]4[CH:16]([CH:15]5[CH2:19][CH2:20][CH:12]4[CH2:13][CH2:14]5)[C:17]3=[O:18])=[C:6]([CH3:8])[CH:7]=2)=[N:28][CH:29]=1, predict the reactants needed to synthesize it. The reactants are: [OH:1][C:2]1[CH:7]=[C:6]([CH3:8])[C:5]([CH:9]2[C:17](=[O:18])[CH:16]3[CH:11]([CH:12]4[CH2:20][CH2:19][CH:15]3[CH2:14][CH2:13]4)[C:10]2=[O:21])=[C:4]([CH3:22])[CH:3]=1.[Cl:23][C:24]1[CH:25]=[C:26]([F:31])[C:27](F)=[N:28][CH:29]=1.C(=O)([O-])[O-].[K+].[K+].Cl. (4) Given the product [OH:21][CH:1]([C:3]1[CH:4]=[CH:5][CH:6]=[C:7]2[C:12]=1[N:11]([CH3:13])[C:10](=[O:14])[CH:9]=[CH:8]2)[CH2:2][OH:16], predict the reactants needed to synthesize it. The reactants are: [CH:1]([C:3]1[CH:4]=[CH:5][CH:6]=[C:7]2[C:12]=1[N:11]([CH3:13])[C:10](=[O:14])[CH:9]=[CH:8]2)=[CH2:2].S([O-])([O-])=[O:16].[Na+].[Na+].[OH2:21].